Dataset: Forward reaction prediction with 1.9M reactions from USPTO patents (1976-2016). Task: Predict the product of the given reaction. (1) Given the reactants [NH2:1][C:2]1[CH:3]=[C:4]([C:8]2[N:13]3[N:14]=[CH:15][C:16]([C:17]([C:19]4[S:20][CH:21]=[CH:22][CH:23]=4)=[O:18])=[C:12]3[N:11]=[CH:10][CH:9]=2)[CH:5]=[CH:6][CH:7]=1.[C:24]1([C:30]([C:34]2[CH:39]=[CH:38][CH:37]=[CH:36][CH:35]=2)=[CH:31][CH:32]=O)[CH:29]=[CH:28][CH:27]=[CH:26][CH:25]=1, predict the reaction product. The product is: [C:24]1([C:30]([C:34]2[CH:35]=[CH:36][CH:37]=[CH:38][CH:39]=2)=[CH:31][CH2:32][NH:1][C:2]2[CH:3]=[C:4]([C:8]3[N:13]4[N:14]=[CH:15][C:16]([C:17]([C:19]5[S:20][CH:21]=[CH:22][CH:23]=5)=[O:18])=[C:12]4[N:11]=[CH:10][CH:9]=3)[CH:5]=[CH:6][CH:7]=2)[CH:29]=[CH:28][CH:27]=[CH:26][CH:25]=1. (2) The product is: [CH2:57]([O:56][C:54](=[O:55])[NH:1][C:2]1[CH:7]=[CH:6][CH:5]=[C:4]([CH:8]([OH:22])[C:9]2[C:14](=[O:15])[CH:13]=[CH:12][N:11]([C:16]3[CH:17]=[CH:18][CH:19]=[CH:20][CH:21]=3)[N:10]=2)[CH:3]=1)[CH3:58].[O:34]=[C:33]1[CH:32]=[CH:31][N:30]([C:35]2[CH:40]=[CH:39][CH:38]=[CH:37][CH:36]=2)[N:29]=[C:28]1[CH2:27][C:26]1[CH:25]=[C:24]([NH:23][C:54](=[O:55])[O:56][CH2:57][CH3:58])[CH:43]=[CH:42][CH:41]=1. Given the reactants [NH2:1][C:2]1[CH:3]=[C:4]([CH:8]([OH:22])[C:9]2[C:14](=[O:15])[CH:13]=[CH:12][N:11]([C:16]3[CH:21]=[CH:20][CH:19]=[CH:18][CH:17]=3)[N:10]=2)[CH:5]=[CH:6][CH:7]=1.[NH2:23][C:24]1[CH:25]=[C:26]([CH:41]=[CH:42][CH:43]=1)[CH2:27][C:28]1[C:33](=[O:34])[CH:32]=[CH:31][N:30]([C:35]2[CH:40]=[CH:39][CH:38]=[CH:37][CH:36]=2)[N:29]=1.CCN(C(C)C)C(C)C.Cl[C:54]([O:56][CH2:57][CH3:58])=[O:55], predict the reaction product. (3) Given the reactants [NH:1]([C:3]1[C:8]([O:9][CH3:10])=[C:7]([N:11]2[CH2:16][CH2:15][CH:14]([C:17]3[CH:22]=[CH:21][CH:20]=[CH:19][CH:18]=3)[CH2:13][CH2:12]2)[N:6]=[CH:5][N:4]=1)[NH2:2].[C:23](=[O:26])(O)[O-].[Na+].[CH:28]1([C:31](Cl)=O)[CH2:30][CH2:29]1, predict the reaction product. The product is: [CH:28]1([CH2:31][C:23]([NH:2][NH:1][C:3]2[C:8]([O:9][CH3:10])=[C:7]([N:11]3[CH2:12][CH2:13][CH:14]([C:17]4[CH:22]=[CH:21][CH:20]=[CH:19][CH:18]=4)[CH2:15][CH2:16]3)[N:6]=[CH:5][N:4]=2)=[O:26])[CH2:30][CH2:29]1.